Dataset: Full USPTO retrosynthesis dataset with 1.9M reactions from patents (1976-2016). Task: Predict the reactants needed to synthesize the given product. (1) Given the product [NH2:18][C:19]1[O:20][CH2:21][CH2:22][C@:23]([C:26]2[CH:31]=[C:30]([NH:32][C:9]([C:6]3[CH:5]=[CH:4][C:3]([O:2][CH3:1])=[CH:8][N:7]=3)=[O:11])[CH:29]=[CH:28][C:27]=2[F:33])([CH3:25])[N:24]=1, predict the reactants needed to synthesize it. The reactants are: [CH3:1][O:2][C:3]1[CH:4]=[CH:5][C:6]([C:9]([OH:11])=O)=[N:7][CH:8]=1.C(OC(=O)[NH:18][C:19]1[O:20][CH2:21][CH2:22][C@:23]([C:26]2[CH:31]=[C:30]([NH2:32])[CH:29]=[CH:28][C:27]=2[F:33])([CH3:25])[N:24]=1)(C)(C)C. (2) Given the product [C:15]([O:6][Si:5]([CH2:1][CH2:2][CH2:3][CH3:4])([CH2:11][CH2:12][CH2:13][CH3:14])[CH2:7][CH2:8][CH2:9][CH3:10])(=[O:19])[C:16]([CH3:18])=[CH2:17], predict the reactants needed to synthesize it. The reactants are: [CH2:1]([Si:5]([CH2:11][CH2:12][CH2:13][CH3:14])([CH2:7][CH2:8][CH2:9][CH3:10])[OH:6])[CH2:2][CH2:3][CH3:4].[C:15](O)(=[O:19])[C:16]([CH3:18])=[CH2:17].CN(C)C=O.COC1C=CC(O)=CC=1. (3) Given the product [CH3:13][N:14]1[CH2:18][CH2:17][CH2:16][C@@H:15]1[O:12][C:4]1[CH:5]=[C:6]([N+:9]([O-:11])=[O:10])[CH:7]=[CH:8][C:3]=1[O:2][CH3:1], predict the reactants needed to synthesize it. The reactants are: [CH3:1][O:2][C:3]1[CH:8]=[CH:7][C:6]([N+:9]([O-:11])=[O:10])=[CH:5][C:4]=1[OH:12].[CH3:13][N:14]1[CH2:18][CH2:17][CH2:16][C@H:15]1CO.C1(P(C2C=CC=CC=2)C2C=CC=CC=2)C=CC=CC=1.CCOC(/N=N/C(OCC)=O)=O. (4) The reactants are: Br[C:2]1[CH:3]=[C:4]2[C:8](=[CH:9][C:10]=1[CH3:11])[N:7](C(OC(C)(C)C)=O)[N:6]=[CH:5]2.[CH3:19][N:20](C=O)C. Given the product [CH3:11][C:10]1[CH:9]=[C:8]2[C:4]([CH:5]=[N:6][NH:7]2)=[CH:3][C:2]=1[C:19]#[N:20], predict the reactants needed to synthesize it. (5) Given the product [Cl:1][C:2]1[CH:7]=[CH:6][CH:5]=[CH:4][C:3]=1[C:8]1([C:13]([O:15][CH3:16])=[O:14])[CH2:10][CH:9]1[CH2:11][NH:18][CH3:17], predict the reactants needed to synthesize it. The reactants are: [Cl:1][C:2]1[CH:7]=[CH:6][CH:5]=[CH:4][C:3]=1[C:8]1([C:13]([O:15][CH3:16])=[O:14])[CH2:10][CH:9]1[CH:11]=O.[CH3:17][NH2:18].[BH4-].[Na+]. (6) Given the product [O:15]1[CH2:16][CH2:17][N:12]([C:2]2[CH:3]=[CH:4][C:5]([N+:9]([O-:11])=[O:10])=[C:6]([CH:8]=2)[NH2:7])[CH2:13][CH2:14]1, predict the reactants needed to synthesize it. The reactants are: Cl[C:2]1[CH:3]=[CH:4][C:5]([N+:9]([O-:11])=[O:10])=[C:6]([CH:8]=1)[NH2:7].[NH:12]1[CH2:17][CH2:16][O:15][CH2:14][CH2:13]1.C(=O)([O-])[O-].[K+].[K+]. (7) Given the product [Cl:9][C:10]1[CH:11]=[C:12]([NH:13][C:2]2[CH:3]=[C:4]([NH2:8])[N:5]=[CH:6][N:7]=2)[CH:14]=[CH:15][CH:16]=1, predict the reactants needed to synthesize it. The reactants are: Cl[C:2]1[N:7]=[CH:6][N:5]=[C:4]([NH2:8])[CH:3]=1.[Cl:9][C:10]1[CH:11]=[C:12]([CH:14]=[CH:15][CH:16]=1)[NH2:13].